This data is from Reaction yield outcomes from USPTO patents with 853,638 reactions. The task is: Predict the reaction yield, written as a fraction of the theoretical maximum amount of product (1.0 means a 100% yield; for example, 0.34 means a 34% yield). (1) The reactants are [CH:1]1([C:5]2[CH:9]=[C:8]([NH2:10])[N:7]([C:11]3[CH:16]=[CH:15][CH:14]=[CH:13][CH:12]=3)[N:6]=2)[CH2:4][CH2:3][CH2:2]1.C(=O)([O-])[O-].[K+].[K+].Cl[C:24]([O:26][C:27]1[CH:32]=[CH:31][CH:30]=[CH:29][CH:28]=1)=[O:25]. The catalyst is C1COCC1. The product is [CH:1]1([C:5]2[CH:9]=[C:8]([NH:10][C:24](=[O:25])[O:26][C:27]3[CH:32]=[CH:31][CH:30]=[CH:29][CH:28]=3)[N:7]([C:11]3[CH:16]=[CH:15][CH:14]=[CH:13][CH:12]=3)[N:6]=2)[CH2:2][CH2:3][CH2:4]1. The yield is 0.830. (2) The product is [Cl:1][C:2]1[N:7]=[C:6]2[S:8][C:9]([NH:11][C:12]3[O:29][C@:21]4([CH2:20][N:19]=3)[CH:26]3[CH2:27][CH2:28][N:23]([CH2:24][CH2:25]3)[CH2:22]4)=[N:10][C:5]2=[CH:4][CH:3]=1. The reactants are [Cl:1][C:2]1[N:7]=[C:6]2[S:8][C:9]([N:11]=[C:12](SC)SC)=[N:10][C:5]2=[CH:4][CH:3]=1.Cl.Cl.[NH2:19][CH2:20][C@@:21]1([OH:29])[CH:26]2[CH2:27][CH2:28][N:23]([CH2:24][CH2:25]2)[CH2:22]1.C(=O)([O-])[O-].[Cs+].[Cs+].O. The catalyst is CN(C=O)C. The yield is 0.510. (3) The reactants are [F:1][C:2]1[CH:3]=[C:4]2[C:8](=[CH:9][CH:10]=1)[NH:7][C:6](=[O:11])[CH2:5]2.N1([C:17]([C:19]2[C:20]([CH3:27])=[C:21]([CH:25]=O)[NH:22][C:23]=2[CH3:24])=[O:18])C=CN=C1.[NH2:28][CH2:29][C@@H:30]([OH:38])[CH2:31][N:32]1[CH2:37][CH2:36][O:35][CH2:34][CH2:33]1.C(N(CC)CC)C. The catalyst is C(#N)C.O1CCCC1. The product is [F:1][C:2]1[CH:3]=[C:4]2[C:8](=[CH:9][CH:10]=1)[NH:7][C:6](=[O:11])/[C:5]/2=[CH:25]\[C:21]1[NH:22][C:23]([CH3:24])=[C:19]([C:17]([NH:28][CH2:29][C@@H:30]([OH:38])[CH2:31][N:32]2[CH2:33][CH2:34][O:35][CH2:36][CH2:37]2)=[O:18])[C:20]=1[CH3:27]. The yield is 0.253. (4) The reactants are ClC1C=[C:6]([C:8]([F:11])([F:10])[F:9])[N:5]=[CH:4][N:3]=1.[C:12]([N:19]1CCC(N)C[CH2:20]1)([O:14][C:15]([CH3:18])([CH3:17])[CH3:16])=[O:13].[CH3:26][CH2:27][N:28]([CH:32]([CH3:34])C)[CH:29]([CH3:31])C.O. The catalyst is CN1C(=O)CCC1. The product is [F:11][C:8]([F:9])([F:10])[C:6]1[N:5]=[CH:4][N:3]=[C:32]([N:28]2[CH2:27][CH2:26][CH:20]([NH:19][C:12](=[O:13])[O:14][C:15]([CH3:18])([CH3:17])[CH3:16])[CH2:31][CH2:29]2)[CH:34]=1. The yield is 0.920. (5) The reactants are [C:1]([O:5][CH:6]([C:10]1[C:14]([C:15]2[CH2:20][CH2:19][C:18]([CH3:22])([CH3:21])[CH2:17][CH:16]=2)=[C:13](I)[S:12][C:11]=1[CH3:24])[C:7]([O-:9])=[O:8])([CH3:4])([CH3:3])[CH3:2].[C:25]1(/[CH:31]=[CH:32]/B(O)O)[CH:30]=[CH:29][CH:28]=[CH:27][CH:26]=1.C(=O)([O-])[O-].[K+].[K+].[C:42]1(C)C=CC=C[CH:43]=1.O. The catalyst is C(C1C=CC=C(C(C)C)C=1N1C=CN(C2C(C(C)C)=CC=CC=2C(C)C)C1=[Pd-3](Cl)(Cl)C1C(Cl)=CC=CN=1)(C)C. The product is [C:1]([O:5][CH:6]([C:10]1[C:14]([C:15]2[CH2:20][CH2:19][C:18]([CH3:22])([CH3:21])[CH2:17][CH:16]=2)=[C:13](/[CH:32]=[CH:31]/[C:25]2[CH:30]=[CH:29][CH:28]=[CH:27][CH:26]=2)[S:12][C:11]=1[CH3:24])[C:7]([O:9][CH2:42][CH3:43])=[O:8])([CH3:4])([CH3:3])[CH3:2]. The yield is 0.750. (6) The reactants are Br[C:2]1[C:11]2[C:6](=[CH:7][CH:8]=[C:9]([O:12][CH3:13])[CH:10]=2)[C:5](=[O:14])[N:4]([C:15]2[CH:20]=[CH:19][C:18]([F:21])=[CH:17][CH:16]=2)[CH:3]=1.C(=O)([O-])[O-].[K+].[K+].[F:28][C:29]([F:40])([F:39])[C:30]1[CH:35]=[CH:34][C:33](B(O)O)=[CH:32][CH:31]=1. The catalyst is C1C=CC([P]([Pd]([P](C2C=CC=CC=2)(C2C=CC=CC=2)C2C=CC=CC=2)([P](C2C=CC=CC=2)(C2C=CC=CC=2)C2C=CC=CC=2)[P](C2C=CC=CC=2)(C2C=CC=CC=2)C2C=CC=CC=2)(C2C=CC=CC=2)C2C=CC=CC=2)=CC=1. The product is [F:21][C:18]1[CH:19]=[CH:20][C:15]([N:4]2[CH:3]=[C:2]([C:33]3[CH:34]=[CH:35][C:30]([C:29]([F:40])([F:39])[F:28])=[CH:31][CH:32]=3)[C:11]3[C:6](=[CH:7][CH:8]=[C:9]([O:12][CH3:13])[CH:10]=3)[C:5]2=[O:14])=[CH:16][CH:17]=1. The yield is 0.875. (7) The reactants are [CH3:1][O:2][C:3]1[CH:8]=[CH:7][CH:6]=[CH:5][C:4]=1[N:9]1[CH2:14][CH2:13][NH:12][CH2:11][CH2:10]1.[N+:15]([O-])([O-:17])=[O:16].[K+]. The catalyst is OS(O)(=O)=O. The product is [CH3:1][O:2][C:3]1[CH:8]=[CH:7][C:6]([N+:15]([O-:17])=[O:16])=[CH:5][C:4]=1[N:9]1[CH2:14][CH2:13][NH:12][CH2:11][CH2:10]1. The yield is 0.420. (8) The reactants are C[O:2][C:3]([C:5]1([CH2:18][C:19]2[CH:24]=[CH:23][CH:22]=[CH:21][CH:20]=2)[CH2:10][CH2:9][N:8]([C:11]([O:13][C:14]([CH3:17])([CH3:16])[CH3:15])=[O:12])[CH2:7][CH2:6]1)=[O:4].O.O.[OH-].[Li+].Cl. The catalyst is O1CCOCC1.CO. The product is [C:14]([O:13][C:11]([N:8]1[CH2:9][CH2:10][C:5]([CH2:18][C:19]2[CH:20]=[CH:21][CH:22]=[CH:23][CH:24]=2)([C:3]([OH:4])=[O:2])[CH2:6][CH2:7]1)=[O:12])([CH3:17])([CH3:15])[CH3:16]. The yield is 0.870. (9) The reactants are [CH3:1][O:2][C:3]1[CH:34]=[CH:33][C:6]([CH2:7][N:8]2[C:12]3[N:13]([CH2:19][CH2:20][CH2:21][N:22]4C(=O)C5C(=CC=CC=5)C4=O)[CH2:14][CH2:15][CH2:16][C:17](=[O:18])[C:11]=3[CH:10]=[N:9]2)=[CH:5][CH:4]=1.NN.Cl.[OH-].[Na+]. The catalyst is CCO. The product is [NH2:22][CH2:21][CH2:20][CH2:19][N:13]1[CH2:14][CH2:15][CH2:16][C:17](=[O:18])[C:11]2[CH:10]=[N:9][N:8]([CH2:7][C:6]3[CH:5]=[CH:4][C:3]([O:2][CH3:1])=[CH:34][CH:33]=3)[C:12]1=2. The yield is 0.800.